This data is from Catalyst prediction with 721,799 reactions and 888 catalyst types from USPTO. The task is: Predict which catalyst facilitates the given reaction. (1) Reactant: C(O[BH-](OC(=O)C)OC(=O)C)(=O)C.[Na+].[CH:15]([C:17]1[CH:18]=[C:19]([CH2:33][N:34]2[CH2:39][CH2:38][O:37][CH2:36][CH2:35]2)[CH:20]=[C:21]2[C:26]=1[N:25]=[CH:24][C:23]([C:27]([O:29][CH2:30][CH3:31])=[O:28])=[C:22]2[OH:32])=O.[CH2:40]([NH2:47])[C:41]1[CH:46]=[CH:45][CH:44]=[CH:43][CH:42]=1.C(O)(=O)C. Product: [CH2:40]([NH:47][CH2:15][C:17]1[CH:18]=[C:19]([CH2:33][N:34]2[CH2:39][CH2:38][O:37][CH2:36][CH2:35]2)[CH:20]=[C:21]2[C:26]=1[N:25]=[CH:24][C:23]([C:27]([O:29][CH2:30][CH3:31])=[O:28])=[C:22]2[OH:32])[C:41]1[CH:46]=[CH:45][CH:44]=[CH:43][CH:42]=1. The catalyst class is: 353. (2) Reactant: [OH:1][C:2]1[CH:9]=[CH:8][C:5]([CH:6]=[O:7])=[CH:4][CH:3]=1.[C:10]([O:14][C:15]([N:17]1[CH2:22][CH2:21][CH:20](O)[CH2:19][CH2:18]1)=[O:16])([CH3:13])([CH3:12])[CH3:11].CCCCCC.C(OCC)(=O)C. Product: [C:10]([O:14][C:15]([N:17]1[CH2:22][CH2:21][CH:20]([O:1][C:2]2[CH:9]=[CH:8][C:5]([CH:6]=[O:7])=[CH:4][CH:3]=2)[CH2:19][CH2:18]1)=[O:16])([CH3:13])([CH3:11])[CH3:12]. The catalyst class is: 7. (3) Reactant: [CH3:1][C:2]1[CH:3]=[C:4]([O:20][C:21]2[CH:22]=[N:23][C:24]([S:27]([CH3:30])(=[O:29])=[O:28])=[CH:25][CH:26]=2)[CH:5]=[C:6]2[C:10]=1[NH:9][C:8]([C:11]1[S:12][CH:13]([CH2:16][C:17](O)=[O:18])[CH2:14][N:15]=1)=[CH:7]2.O[N:32]1[C:36]2[CH:37]=[CH:38][CH:38]=[CH:37][C:36]=2[N:32]=N1.Cl.[CH2:42](N=C=NCCCN(C)C)C.[OH2:53]. Product: [OH:53][C:37]([CH3:38])([CH3:42])[CH2:36][NH:32][C:17](=[O:18])[CH2:16][CH:13]1[S:12][C:11]([C:8]2[NH:9][C:10]3[C:6]([CH:7]=2)=[CH:5][C:4]([O:20][C:21]2[CH:22]=[N:23][C:24]([S:27]([CH3:30])(=[O:28])=[O:29])=[CH:25][CH:26]=2)=[CH:3][C:2]=3[CH3:1])=[N:15][CH2:14]1. The catalyst class is: 9. (4) Reactant: [Br:1][C:2]1[CH:11]=[CH:10][C:5]([C:6]([O:8][CH3:9])=[O:7])=[CH:4][C:3]=1[OH:12].C(=O)([O-])[O-].[K+].[K+].[CH3:19][O:20][C:21](=[O:26])[NH:22][CH2:23][CH2:24]Br.O. Product: [Br:1][C:2]1[CH:11]=[CH:10][C:5]([C:6]([O:8][CH3:9])=[O:7])=[CH:4][C:3]=1[O:12][CH2:24][CH2:23][NH:22][C:21]([O:20][CH3:19])=[O:26]. The catalyst class is: 10. (5) Reactant: [NH2:1][C:2]1[N:6]([C:7]2[CH:8]=[C:9]([CH:16]=[CH:17][C:18]=2[CH3:19])[C:10]([NH:12][CH:13]2[CH2:15][CH2:14]2)=[O:11])[CH:5]=[N:4][C:3]=1[C:20]#[N:21].[CH:22]1([Mg]Br)[CH2:27][CH2:26][CH2:25][CH2:24][CH2:23]1.C1C[O:33][CH2:32]C1. Product: [CH:22]1([C:20]2[N:21]=[C:32]([OH:33])[N:1]=[C:2]3[C:3]=2[N:4]=[CH:5][N:6]3[C:7]2[CH:8]=[C:9]([CH:16]=[CH:17][C:18]=2[CH3:19])[C:10]([NH:12][CH:13]2[CH2:14][CH2:15]2)=[O:11])[CH2:27][CH2:26][CH2:25][CH2:24][CH2:23]1. The catalyst class is: 84. (6) Reactant: [NH2:1][C:2]1[CH:7]=[CH:6][CH:5]=[CH:4][CH:3]=1.C([O-])([O-])=O.[Cs+].[Cs+].[Br:14][C:15]1[CH:16]=[C:17]([O:29][C:30]2[CH:35]=[CH:34][CH:33]=[CH:32][CH:31]=2)[C:18]([NH:21][C:22]2[S:23][CH:24]=[C:25]([CH2:27]Cl)[N:26]=2)=[N:19][CH:20]=1. Product: [Br:14][C:15]1[CH:16]=[C:17]([O:29][C:30]2[CH:31]=[CH:32][CH:33]=[CH:34][CH:35]=2)[C:18]([NH:21][C:22]2[S:23][CH:24]=[C:25]([CH2:27][NH:1][C:2]3[CH:7]=[CH:6][CH:5]=[CH:4][CH:3]=3)[N:26]=2)=[N:19][CH:20]=1. The catalyst class is: 37. (7) Reactant: S([O-])([O-])=O.[Na+:5].[Na+].C(=O)([O-])O.[Na+].[CH3:12][O:13][C:14]1[N:19]=[C:18]([S:20](Cl)(=[O:22])=[O:21])[CH:17]=[CH:16][CH:15]=1. Product: [CH3:12][O:13][C:14]1[N:19]=[C:18]([S:20]([O-:22])=[O:21])[CH:17]=[CH:16][CH:15]=1.[Na+:5]. The catalyst class is: 6.